This data is from Full USPTO retrosynthesis dataset with 1.9M reactions from patents (1976-2016). The task is: Predict the reactants needed to synthesize the given product. (1) Given the product [CH3:1][C:2]([CH2:13][CH2:14][CH2:15][CH:16]([CH3:23])[CH2:17][CH2:18][CH2:19][CH:20]([CH3:22])[CH3:21])=[CH:3][CH2:4][C:5]([O:7][CH2:8][CH:9]([CH2:11][OH:12])[OH:10])=[O:6].[OH2:6], predict the reactants needed to synthesize it. The reactants are: [CH3:1][C:2]([CH2:13][CH2:14][CH2:15][CH:16]([CH3:23])[CH2:17][CH2:18][CH2:19][CH:20]([CH3:22])[CH3:21])=[CH:3][CH2:4][C:5]([O:7][CH2:8][CH:9]([CH2:11][OH:12])[OH:10])=[O:6]. (2) The reactants are: [F:1][C:2]1[CH:11]=[C:10]2[C:5]([C:6]([NH:19][C:20]3[N:25]=[C:24]([N:26]4[CH2:31][CH2:30][O:29][CH2:28][CH2:27]4)[N:23]=[C:22]([NH:32][C:33](=[O:35])[CH3:34])[CH:21]=3)=[C:7]([CH3:18])[C:8]([C:12]3[CH:17]=[CH:16][CH:15]=[CH:14][N:13]=3)=[N:9]2)=[CH:4][CH:3]=1.[Br:36]NC(=O)CCC(N)=O.S([O-])([O-])(=O)=S.[Na+].[Na+]. Given the product [Br:36][C:21]1[C:22]([NH:32][C:33](=[O:35])[CH3:34])=[N:23][C:24]([N:26]2[CH2:31][CH2:30][O:29][CH2:28][CH2:27]2)=[N:25][C:20]=1[NH:19][C:6]1[C:5]2[C:10](=[CH:11][C:2]([F:1])=[CH:3][CH:4]=2)[N:9]=[C:8]([C:12]2[CH:17]=[CH:16][CH:15]=[CH:14][N:13]=2)[C:7]=1[CH3:18], predict the reactants needed to synthesize it. (3) Given the product [ClH:16].[NH2:8][C@@H:6]1[CH2:7][C@H:3]([CH2:2][OH:1])[CH:4]=[CH:5]1, predict the reactants needed to synthesize it. The reactants are: [OH:1][CH2:2][CH:3]1[CH2:7][CH:6]([NH:8]C(=O)OC(C)(C)C)[CH:5]=[CH:4]1.[ClH:16]. (4) Given the product [C:1]([C:5]1[O:9][C:8]([NH:10][C:11]2[CH:12]=[CH:13][C:14]([C:17]3[CH:22]=[CH:21][C:20]([C:23]45[CH2:28][CH2:27][C:26]([CH2:31][C:32]([OH:34])=[O:33])([CH2:29][CH2:30]4)[O:25][CH2:24]5)=[CH:19][CH:18]=3)=[N:15][CH:16]=2)=[N:7][CH:6]=1)([CH3:4])([CH3:2])[CH3:3], predict the reactants needed to synthesize it. The reactants are: [C:1]([C:5]1[O:9][C:8]([NH:10][C:11]2[CH:12]=[CH:13][C:14]([C:17]3[CH:22]=[CH:21][C:20]([C:23]45[CH2:30][CH2:29][C:26]([CH2:31][C:32]([O:34]CC6C=CC=CC=6)=[O:33])([CH2:27][CH2:28]4)[O:25][CH2:24]5)=[CH:19][CH:18]=3)=[N:15][CH:16]=2)=[N:7][CH:6]=1)([CH3:4])([CH3:3])[CH3:2]. (5) Given the product [F:17][C:18]1[CH:19]=[CH:20][C:21]([NH:24][CH2:1][C@@H:3]2[CH2:8][CH2:7][C@H:6]([CH3:9])[CH2:5][N:4]2[C:10]([O:12][C:13]([CH3:16])([CH3:15])[CH3:14])=[O:11])=[N:22][CH:23]=1, predict the reactants needed to synthesize it. The reactants are: [CH:1]([C@@H:3]1[CH2:8][CH2:7][C@H:6]([CH3:9])[CH2:5][N:4]1[C:10]([O:12][C:13]([CH3:16])([CH3:15])[CH3:14])=[O:11])=O.[F:17][C:18]1[CH:19]=[CH:20][C:21]([NH2:24])=[N:22][CH:23]=1.CC(O)=O.C(O[BH-](OC(=O)C)OC(=O)C)(=O)C.[Na+]. (6) Given the product [F:14][C:15]([F:26])([F:25])[C:16]1[CH:21]=[CH:20][C:19]([C:2]2[CH:3]=[CH:4][C:5]3[NH:11][C:10](=[O:12])[CH2:9][CH2:8][CH2:7][C:6]=3[CH:13]=2)=[CH:18][CH:17]=1, predict the reactants needed to synthesize it. The reactants are: Br[C:2]1[CH:3]=[CH:4][C:5]2[NH:11][C:10](=[O:12])[CH2:9][CH2:8][CH2:7][C:6]=2[CH:13]=1.[F:14][C:15]([F:26])([F:25])[C:16]1[CH:21]=[CH:20][C:19](B(O)O)=[CH:18][CH:17]=1.C(=O)([O-])[O-].[K+].[K+].